From a dataset of HIV replication inhibition screening data with 41,000+ compounds from the AIDS Antiviral Screen. Binary Classification. Given a drug SMILES string, predict its activity (active/inactive) in a high-throughput screening assay against a specified biological target. (1) The compound is COC(=O)C1=COC(C)C2C[n+]3ccc4c([nH]c5ccccc54)c3CC12. The result is 0 (inactive). (2) The molecule is CC[Sn]1(CC)OC2C(O)OC(CO)C(O)C2O1. The result is 0 (inactive). (3) The drug is CCCCCCCCCCCCC(Br)C(=O)OCC1OC(n2cc(C)c(=O)[nH]c2=O)CC1N=[N+]=[N-]. The result is 1 (active). (4) The drug is O=C1C(=C2Sc3c(ccc(Cl)c3Cl)C2=O)Sc2c1ccc(Cl)c2Cl. The result is 0 (inactive). (5) The compound is c1ccc(-c2nc3sc(-c4ccccc4)nc3s2)cc1. The result is 0 (inactive).